Dataset: Reaction yield outcomes from USPTO patents with 853,638 reactions. Task: Predict the reaction yield, written as a fraction of the theoretical maximum amount of product (1.0 means a 100% yield; for example, 0.34 means a 34% yield). (1) The catalyst is O.C1C=CC(P(C2C=CC=CC=2)[C-]2C=CC=C2)=CC=1.C1C=CC(P(C2C=CC=CC=2)[C-]2C=CC=C2)=CC=1.Cl[Pd]Cl.[Fe+2].C(#N)C. The product is [CH3:24][C@H:25]1[CH2:30][N:29]([CH:31]2[CH2:34][O:33][CH2:32]2)[C@H:28]([CH3:35])[CH2:27][N:26]1[C:36]1[CH:37]=[CH:38][C:39]([NH:42][C:43]2[C:44](=[O:59])[N:45]([CH3:58])[CH:46]=[C:47]([C:2]3[C:7]([CH:8]=[O:9])=[C:6]([N:10]4[CH:22]=[CH:21][N:13]5[C:14]6[CH2:15][CH2:16][CH2:17][CH2:18][C:19]=6[CH:20]=[C:12]5[C:11]4=[O:23])[N:5]=[CH:4][CH:3]=3)[CH:48]=2)=[N:40][CH:41]=1. The reactants are Cl[C:2]1[C:7]([CH:8]=[O:9])=[C:6]([N:10]2[CH2:22][CH2:21][N:13]3[C:14]4[CH2:15][CH2:16][CH2:17][CH2:18][C:19]=4[CH:20]=[C:12]3[C:11]2=[O:23])[N:5]=[CH:4][CH:3]=1.[CH3:24][C@H:25]1[CH2:30][N:29]([CH:31]2[CH2:34][O:33][CH2:32]2)[C@H:28]([CH3:35])[CH2:27][N:26]1[C:36]1[CH:37]=[CH:38][C:39]([NH:42][C:43]2[C:44](=[O:59])[N:45]([CH3:58])[CH:46]=[C:47](B3OC(C)(C)C(C)(C)O3)[CH:48]=2)=[N:40][CH:41]=1.[O-]P([O-])([O-])=O.[K+].[K+].[K+].C([O-])(=O)C.[Na+]. The yield is 0.260. (2) The reactants are [C:1]([NH:6][C:7]1[NH:8][C:9](=[O:31])[C:10]2[N:11]=[CH:12][N:13]([C:29]=2[N:30]=1)[C@@H:14]1[O:28][C@H:18]([CH2:19][O:20][Si:21]([C:24]([CH3:27])([CH3:26])[CH3:25])([CH3:23])[CH3:22])[C@@H:16]([OH:17])[CH2:15]1)(=[O:5])[CH:2]([CH3:4])[CH3:3].C(O)(=O)C.C(OC(=O)C)(=O)C.C([O-])([O-])=O.[K+].[K+].[CH3:49][S:50]([CH3:52])=O. No catalyst specified. The product is [C:1]([NH:6][C:7]1[NH:8][C:9](=[O:31])[C:10]2[N:11]=[CH:12][N:13]([C:29]=2[N:30]=1)[C@@H:14]1[O:28][C@H:18]([CH2:19][O:20][Si:21]([C:24]([CH3:26])([CH3:25])[CH3:27])([CH3:23])[CH3:22])[C@@H:16]([O:17][CH2:49][S:50][CH3:52])[CH2:15]1)(=[O:5])[CH:2]([CH3:4])[CH3:3]. The yield is 0.690. (3) The reactants are Br[C:2]1[CH:23]=[CH:22][C:5]([C:6]([NH:8][S:9]([C:12]2[CH:17]=[CH:16][CH:15]=[CH:14][C:13]=2[S:18](=[O:21])(=[O:20])[NH2:19])(=[O:11])=[O:10])=[O:7])=[CH:4][C:3]=1[O:24][CH2:25][CH2:26][O:27][CH2:28][CH2:29][O:30][CH3:31].[O:32]1[C:36]2[CH:37]=[CH:38][CH:39]=[CH:40][C:35]=2[CH:34]=[C:33]1B(O)O. No catalyst specified. The product is [O:32]1[C:36]2[CH:37]=[CH:38][CH:39]=[CH:40][C:35]=2[CH:34]=[C:33]1[C:2]1[CH:23]=[CH:22][C:5]([C:6]([NH:8][S:9]([C:12]2[CH:17]=[CH:16][CH:15]=[CH:14][C:13]=2[S:18](=[O:20])(=[O:21])[NH2:19])(=[O:11])=[O:10])=[O:7])=[CH:4][C:3]=1[O:24][CH2:25][CH2:26][O:27][CH2:28][CH2:29][O:30][CH3:31]. The yield is 0.210. (4) The yield is 0.630. The product is [C:14]([O:13][C:12](=[O:18])[NH:11][C:3]1([C:1]#[C:2][C:31]2[CH:32]=[CH:33][C:28]([Br:27])=[CH:29][CH:30]=2)[CH2:8][O:7][C:6]([CH3:10])([CH3:9])[O:5][CH2:4]1)([CH3:17])([CH3:16])[CH3:15]. No catalyst specified. The reactants are [C:1]([C:3]1([NH:11][C:12](=[O:18])[O:13][C:14]([CH3:17])([CH3:16])[CH3:15])[CH2:8][O:7][C:6]([CH3:10])([CH3:9])[O:5][CH2:4]1)#[CH:2].C#CCCCCCC.[Br:27][C:28]1[CH:33]=[CH:32][C:31](I)=[CH:30][CH:29]=1.IC1C=C2C(=CC=1)CN(C(C1C=CC=CC=1)(C1C=CC=CC=1)C1C=CC=CC=1)C2. (5) The reactants are [Br:1][C:2]1[CH:3]=[C:4]([C:11]([O:13][CH3:14])=[O:12])[C:5]2[CH:6]=[N:7][NH:8][C:9]=2[CH:10]=1.C(=O)([O-])[O-].[Cs+].[Cs+].I[CH:22]([CH3:24])[CH3:23]. The catalyst is C(#N)C. The product is [Br:1][C:2]1[CH:3]=[C:4]([C:11]([O:13][CH3:14])=[O:12])[C:5]2[CH:6]=[N:7][N:8]([CH:22]([CH3:24])[CH3:23])[C:9]=2[CH:10]=1. The yield is 0.326.